This data is from Forward reaction prediction with 1.9M reactions from USPTO patents (1976-2016). The task is: Predict the product of the given reaction. (1) Given the reactants [NH2:1][C:2]1[CH:10]=[CH:9][C:8]([C:11]([F:14])([F:13])[F:12])=[CH:7][C:3]=1[C:4]([OH:6])=O.[CH2:15]([S:17][C:18]1[CH:25]=[C:24]([CH3:26])[CH:23]=[CH:22][C:19]=1[CH2:20][NH2:21])[CH3:16].Cl.ClC1C=CC(S(CC)(=O)=O)=C(C=1)CN.CCN(C(C)C)C(C)C, predict the reaction product. The product is: [NH2:1][C:2]1[CH:10]=[CH:9][C:8]([C:11]([F:14])([F:13])[F:12])=[CH:7][C:3]=1[C:4]([NH:21][CH2:20][C:19]1[CH:22]=[CH:23][C:24]([CH3:26])=[CH:25][C:18]=1[S:17][CH2:15][CH3:16])=[O:6]. (2) Given the reactants Br[C:2]1[C:7]2[NH:8][C:9]([N:11]3[CH2:16][CH2:15][N:14]([C:17]4[C:22]([Cl:23])=[CH:21][CH:20]=[CH:19][N:18]=4)[CH2:13][C@H:12]3[CH3:24])=[N:10][C:6]=2[CH:5]=[C:4]([C:25]([F:28])([F:27])[F:26])[CH:3]=1.[CH3:29][N:30]([C:32]1[CH:37]=[CH:36][C:35](B(O)O)=[CH:34][CH:33]=1)[CH3:31], predict the reaction product. The product is: [Cl:23][C:22]1[C:17]([N:14]2[CH2:15][CH2:16][N:11]([C:9]3[NH:8][C:7]4[C:2]([C:35]5[CH:36]=[CH:37][C:32]([N:30]([CH3:31])[CH3:29])=[CH:33][CH:34]=5)=[CH:3][C:4]([C:25]([F:28])([F:27])[F:26])=[CH:5][C:6]=4[N:10]=3)[C@H:12]([CH3:24])[CH2:13]2)=[N:18][CH:19]=[CH:20][CH:21]=1.